From a dataset of Full USPTO retrosynthesis dataset with 1.9M reactions from patents (1976-2016). Predict the reactants needed to synthesize the given product. (1) Given the product [O:12]=[C:3]1[CH2:2][NH:1][C:7]2[CH:8]=[CH:9][CH:10]=[CH:11][C:6]=2[CH2:5][N:4]1[CH2:16][C:17]([O:19][CH2:20][CH3:21])=[O:18], predict the reactants needed to synthesize it. The reactants are: [NH:1]1[C:7]2[CH:8]=[CH:9][CH:10]=[CH:11][C:6]=2[CH2:5][NH:4][C:3](=[O:12])[CH2:2]1.[H-].[Na+].Br[CH2:16][C:17]([O:19][CH2:20][CH3:21])=[O:18].O. (2) Given the product [O:1]1[CH2:28][CH:2]1[CH2:3][N:4]([C:22]1[CH:23]=[CH:24][CH:25]=[CH:26][CH:27]=1)[N:5]=[CH:6][C:7]1[CH:19]=[CH:18][C:10]([N:11]([CH2:12][CH3:13])[CH2:20][CH3:21])=[CH:9][CH:8]=1, predict the reactants needed to synthesize it. The reactants are: [O:1]1[CH2:28][CH:2]1[CH2:3][N:4]([C:22]1[CH:27]=[CH:26][CH:25]=[CH:24][CH:23]=1)[N:5]=[CH:6][C:7]1[CH:8]=[CH:9][C:10]2[N:11]([CH2:20][CH3:21])[C:12]3C([C:18]=2[CH:19]=1)=CC=C[CH:13]=3.C1(NN=CC2C=CC3N(CC)C4C(C=3C=2)=CC=CC=4)C=CC=CC=1.C1(NN=CC2C=CC(N(CC)CC)=CC=2)C=CC=CC=1. (3) Given the product [F:38][C:29]1[C:30]([C:34]([F:37])([F:36])[F:35])=[CH:31][CH:32]=[CH:33][C:28]=1[CH2:27][C:26]([NH:25][C:9]1[C:8]([NH:7][CH2:6][CH2:5][OH:4])=[CH:17][CH:16]=[C:15]2[C:10]=1[CH:11]=[CH:12][N:13]([CH2:19][CH2:20][OH:21])[C:14]2=[O:18])=[O:39], predict the reactants needed to synthesize it. The reactants are: C([O:4][CH2:5][CH2:6][NH:7][C:8]1[C:9]([NH:25][C:26](=[O:39])[CH2:27][C:28]2[CH:33]=[CH:32][CH:31]=[C:30]([C:34]([F:37])([F:36])[F:35])[C:29]=2[F:38])=[C:10]2[C:15](=[CH:16][CH:17]=1)[C:14](=[O:18])[N:13]([CH2:19][CH2:20][O:21]C(=O)C)[CH:12]=[CH:11]2)(=O)C.C(=O)([O-])[O-].[K+].[K+].CO. (4) The reactants are: [C:1]1([CH2:7][CH:8]=O)[CH:6]=[CH:5][CH:4]=[CH:3][CH:2]=1.[C:10]([NH:14][OH:15])([CH3:13])([CH3:12])[CH3:11]. Given the product [C:10]([N+:14]([O-:15])=[CH:8][CH2:7][C:1]1[CH:6]=[CH:5][CH:4]=[CH:3][CH:2]=1)([CH3:13])([CH3:12])[CH3:11], predict the reactants needed to synthesize it. (5) Given the product [Cl:31][C:32]1[CH:1]=[CH:2][C:6]([C:7]([NH:25][C:24]2[CH:26]=[CH:27][C:21]([N:14]3[C:15]([C:17]([F:18])([F:19])[F:20])=[CH:16][C:12]([C:11]([F:10])([F:28])[F:29])=[N:13]3)=[CH:22][CH:23]=2)=[O:9])=[CH:35][CH:33]=1, predict the reactants needed to synthesize it. The reactants are: [CH3:1][C:2]1N=CS[C:6]=1[C:7]([OH:9])=O.[F:10][C:11]([F:29])([F:28])[C:12]1[CH:16]=[C:15]([C:17]([F:20])([F:19])[F:18])[N:14]([C:21]2[CH:27]=[CH:26][C:24]([NH2:25])=[CH:23][CH:22]=2)[N:13]=1.Cl.[Cl:31][CH2:32][CH2:33]Cl.[CH3:35]CCCCC. (6) Given the product [Br:10][C:8]1[CH:7]=[CH:6][C:5]2[O:1][CH2:2][CH2:3][C:4]=2[CH:9]=1, predict the reactants needed to synthesize it. The reactants are: [O:1]1[C:5]2[CH:6]=[CH:7][CH:8]=[CH:9][C:4]=2[CH2:3][CH2:2]1.[Br:10]Br.C(=O)(O)[O-].[Na+]. (7) Given the product [CH2:1]([O:8][C:9]([NH:11][C@H:12]1[CH2:17][CH2:16][C@@H:15]([NH:18][C:19](=[O:25])[O:20][C:21]([CH3:24])([CH3:23])[CH3:22])[CH2:14][C@H:13]1[C:26]1[S:28][CH:30]=[C:31]([CH2:32][CH3:33])[N:27]=1)=[O:10])[C:2]1[CH:3]=[CH:4][CH:5]=[CH:6][CH:7]=1, predict the reactants needed to synthesize it. The reactants are: [CH2:1]([O:8][C:9]([NH:11][C@H:12]1[CH2:17][CH2:16][C@@H:15]([NH:18][C:19](=[O:25])[O:20][C:21]([CH3:24])([CH3:23])[CH3:22])[CH2:14][C@H:13]1[C:26](=[S:28])[NH2:27])=[O:10])[C:2]1[CH:7]=[CH:6][CH:5]=[CH:4][CH:3]=1.Cl[CH2:30][C:31](=O)[CH2:32][CH3:33].